Dataset: Catalyst prediction with 721,799 reactions and 888 catalyst types from USPTO. Task: Predict which catalyst facilitates the given reaction. (1) Product: [F:11][C:10]1[C:9]([C:12]2[CH:17]=[CH:16][CH:15]=[CH:14][CH:13]=2)=[C:8]([CH3:18])[C:7]([C:19]#[N:20])=[C:5]2[C:4]=1[O:3][C:2]([N:24]([CH3:25])[CH3:21])=[N:6]2. The catalyst class is: 4. Reactant: Cl[C:2]1[O:3][C:4]2[C:5](=[C:7]([C:19]#[N:20])[C:8]([CH3:18])=[C:9]([C:12]3[CH:17]=[CH:16][CH:15]=[CH:14][CH:13]=3)[C:10]=2[F:11])[N:6]=1.[CH:21]([N:24](C(C)C)[CH2:25]C)(C)C.CNC. (2) Reactant: [H-].[H-].[H-].[H-].[Li+].[Al+3].[CH3:7][O:8][C:9]1[CH:10]=[C:11]([C:15]2[C:16]([C:29]3[CH:34]=[CH:33][CH:32]=[CH:31][CH:30]=3)=[N:17][C:18]3[C:23]([N:24]=2)=[CH:22][C:21]([C:25](OC)=[O:26])=[CH:20][CH:19]=3)[CH:12]=[CH:13][CH:14]=1. Product: [CH3:7][O:8][C:9]1[CH:10]=[C:11]([C:15]2[C:16]([C:29]3[CH:34]=[CH:33][CH:32]=[CH:31][CH:30]=3)=[N:17][C:18]3[C:23]([N:24]=2)=[CH:22][C:21]([CH2:25][OH:26])=[CH:20][CH:19]=3)[CH:12]=[CH:13][CH:14]=1. The catalyst class is: 1. (3) Reactant: [CH2:1]([O:3][C:4](=[O:25])[C:5]1[CH:10]=[CH:9][C:8]([NH:11][C:12](=[O:24])[CH2:13][CH2:14][N:15]2[C:19]([NH2:20])=[C:18]([C:21](=[O:23])[NH2:22])[N:17]=[CH:16]2)=[CH:7][CH:6]=1)[CH3:2].[C:26](N1C=CN=C1)(N1C=CN=C1)=[O:27].Cl. Product: [CH2:1]([O:3][C:4](=[O:25])[C:5]1[CH:10]=[CH:9][C:8]([NH:11][C:12](=[O:24])[CH2:13][CH2:14][N:15]2[CH:16]=[N:17][C:18]3[C:21](=[O:23])[NH:22][C:26](=[O:27])[NH:20][C:19]2=3)=[CH:7][CH:6]=1)[CH3:2]. The catalyst class is: 341. (4) Reactant: [O:1]1[CH:5]=[CH:4][CH:3]=[C:2]1[C:6]1[NH:18][C:9]2=[N:10][CH:11]=[C:12]([S:14]([CH3:17])(=[O:16])=[O:15])[CH:13]=[C:8]2[CH:7]=1.[H-].[Na+].Br[CH2:22][CH:23]1[CH2:28][CH2:27][CH2:26][CH2:25][CH2:24]1.[Cl-].[NH4+]. Product: [O:1]1[CH:5]=[CH:4][CH:3]=[C:2]1[C:6]1[N:18]([CH2:22][CH:23]2[CH2:28][CH2:27][CH2:26][CH2:25][CH2:24]2)[C:9]2=[N:10][CH:11]=[C:12]([S:14]([CH3:17])(=[O:16])=[O:15])[CH:13]=[C:8]2[CH:7]=1. The catalyst class is: 9. (5) Product: [F:1][C:2]1[CH:23]=[CH:22][C:5]([C:6]2[O:21][C:16]3[CH:17]=[CH:18][CH:19]=[CH:20][C:15]=3[N:8]=2)=[CH:4][C:3]=1[N+:24]([O-:26])=[O:25]. The catalyst class is: 11. Reactant: [F:1][C:2]1[CH:23]=[CH:22][C:5]([C:6]([N:8]([C:15]2[CH:20]=[CH:19][CH:18]=[CH:17][C:16]=2[OH:21])C2C=CC=CC=2)=O)=[CH:4][C:3]=1[N+:24]([O-:26])=[O:25].O.C1(C)C=CC(S(O)(=O)=O)=CC=1. (6) Reactant: [CH3:1][N:2]([CH3:23])[CH2:3][CH2:4][NH:5][C:6]([N:8]1[CH2:13][CH2:12][N:11]([C:14]2[CH:19]=[CH:18][C:17]([N+:20]([O-])=O)=[CH:16][CH:15]=2)[CH2:10][CH2:9]1)=[O:7]. Product: [NH2:20][C:17]1[CH:16]=[CH:15][C:14]([N:11]2[CH2:12][CH2:13][N:8]([C:6]([NH:5][CH2:4][CH2:3][N:2]([CH3:23])[CH3:1])=[O:7])[CH2:9][CH2:10]2)=[CH:19][CH:18]=1. The catalyst class is: 465.